Predict the product of the given reaction. From a dataset of Forward reaction prediction with 1.9M reactions from USPTO patents (1976-2016). (1) Given the reactants CC1C=CN=CC=1N1CCNC1=O.[C:14]([O:18][C:19]([N:21]1[CH2:26][CH2:25][C:24]2[CH:27]=[C:28](Br)[S:29][C:23]=2[CH2:22]1)=[O:20])([CH3:17])([CH3:16])[CH3:15].N[C@@H]1CCCC[C@H]1N.P([O-])([O-])([O-])=O.[K+].[K+].[K+], predict the reaction product. The product is: [C:14]([O:18][C:19]([N:21]1[CH2:26][CH2:25][C:24]2[CH:27]=[CH:28][S:29][C:23]=2[CH2:22]1)=[O:20])([CH3:17])([CH3:15])[CH3:16]. (2) Given the reactants [CH2:1]([O:4][C:5]([N:7]([CH2:14][C:15]1[CH:46]=[CH:45][C:18]2[N:19]([CH2:32][CH:33]3[CH2:37][CH2:36][CH2:35][N:34]3C(OC(C)(C)C)=O)[C:20]([NH:22][C:23](=[O:31])[C:24]3[CH:29]=[CH:28][C:27]([Cl:30])=[CH:26][CH:25]=3)=[N:21][C:17]=2[CH:16]=1)[C@H:8]([C:10]([CH3:13])([CH3:12])[CH3:11])[CH3:9])=[O:6])[CH:2]=[CH2:3].[C:47]([OH:53])([C:49]([F:52])([F:51])[F:50])=[O:48], predict the reaction product. The product is: [OH:53][C:47]([C:49]([F:52])([F:51])[F:50])=[O:48].[Cl:30][C:27]1[CH:26]=[CH:25][C:24]([C:23]([NH:22][C:20]2[N:19]([CH2:32][CH:33]3[CH2:37][CH2:36][CH2:35][NH:34]3)[C:18]3[CH:45]=[CH:46][C:15]([CH2:14][N:7]([C@H:8]([C:10]([CH3:13])([CH3:12])[CH3:11])[CH3:9])[C:5](=[O:6])[O:4][CH2:1][CH:2]=[CH2:3])=[CH:16][C:17]=3[N:21]=2)=[O:31])=[CH:29][CH:28]=1. (3) The product is: [Cl:1][C:2]1[N:7]=[CH:6][C:5]([C:8]([O:14][CH2:13][C:12]([CH3:16])([CH3:15])[CH3:11])=[O:9])=[CH:4][CH:3]=1. Given the reactants [Cl:1][C:2]1[N:7]=[CH:6][C:5]([C:8](Cl)=[O:9])=[CH:4][CH:3]=1.[CH3:11][C:12]([CH3:16])([CH3:15])[CH2:13][OH:14], predict the reaction product. (4) Given the reactants C(Cl)(=O)C(Cl)=O.CS(C)=O.[F:11][C:12]1[CH:17]=[CH:16][C:15]([CH2:18][CH2:19][CH2:20][OH:21])=[CH:14][CH:13]=1.C(N(CC)CC)C, predict the reaction product. The product is: [F:11][C:12]1[CH:13]=[CH:14][C:15]([CH2:18][CH2:19][CH:20]=[O:21])=[CH:16][CH:17]=1. (5) Given the reactants [CH3:1][C:2]1([CH3:25])[CH2:7][CH:6]([C:8]([N:10]2[CH2:16][C:15]3[CH:17]=[CH:18][C:19]([C:21](OC)=[O:22])=[CH:20][C:14]=3[O:13][CH2:12][CH2:11]2)=[O:9])[CH2:5][CH2:4][O:3]1.[NH2:26][OH:27].[OH-].[Na+].Cl.O, predict the reaction product. The product is: [CH3:1][C:2]1([CH3:25])[CH2:7][CH:6]([C:8]([N:10]2[CH2:16][C:15]3[CH:17]=[CH:18][C:19]([C:21]([NH:26][OH:27])=[O:22])=[CH:20][C:14]=3[O:13][CH2:12][CH2:11]2)=[O:9])[CH2:5][CH2:4][O:3]1. (6) Given the reactants [CH3:1][NH:2][CH2:3][C:4]1[C:12]2[C:7](=[C:8]([CH3:13])[CH:9]=[CH:10][CH:11]=2)[N:6]([CH3:14])[C:5]=1[CH3:15].CCN([CH2:21][CH3:22])CC.[OH2:23].[CH2:24](Cl)Cl, predict the reaction product. The product is: [CH3:1][N:2]([CH2:3][C:4]1[C:12]2[C:7](=[C:8]([CH3:13])[CH:9]=[CH:10][CH:11]=2)[N:6]([CH3:14])[C:5]=1[CH3:15])[C:24](=[O:23])[CH:21]=[CH2:22]. (7) The product is: [Br-:41].[OH:10][C:9]([C:21]1[CH:30]=[CH:29][C:28]2[C:23](=[CH:24][CH:25]=[CH:26][CH:27]=2)[CH:22]=1)([C:11]1[CH:20]=[CH:19][C:18]2[C:13](=[CH:14][CH:15]=[CH:16][CH:17]=2)[CH:12]=1)[C:4]12[CH2:3][CH2:2][N+:1]([CH2:40][CH2:39][O:38][CH2:37][C:31]3[CH:36]=[CH:35][CH:34]=[CH:33][CH:32]=3)([CH2:6][CH2:5]1)[CH2:8][CH2:7]2. Given the reactants [N:1]12[CH2:8][CH2:7][C:4]([C:9]([C:21]3[CH:30]=[CH:29][C:28]4[C:23](=[CH:24][CH:25]=[CH:26][CH:27]=4)[CH:22]=3)([C:11]3[CH:20]=[CH:19][C:18]4[C:13](=[CH:14][CH:15]=[CH:16][CH:17]=4)[CH:12]=3)[OH:10])([CH2:5][CH2:6]1)[CH2:3][CH2:2]2.[C:31]1([CH2:37][O:38][CH2:39][CH2:40][Br:41])[CH:36]=[CH:35][CH:34]=[CH:33][CH:32]=1, predict the reaction product. (8) Given the reactants [Si]([O:8][CH2:9][C:10]1[N:15]=[CH:14][C:13]([S:16]([C:19]2[C:30]([O:31][CH3:32])=[CH:29][C:22]3[CH2:23][CH2:24][N:25]([CH3:28])[CH2:26][CH2:27][C:21]=3[CH:20]=2)(=[O:18])=[O:17])=[CH:12][CH:11]=1)(C(C)(C)C)(C)C, predict the reaction product. The product is: [CH3:32][O:31][C:30]1[C:19]([S:16]([C:13]2[CH:12]=[CH:11][C:10]([CH2:9][OH:8])=[N:15][CH:14]=2)(=[O:18])=[O:17])=[CH:20][C:21]2[CH2:27][CH2:26][N:25]([CH3:28])[CH2:24][CH2:23][C:22]=2[CH:29]=1. (9) The product is: [NH2:79][C@H:57]1[C@H:56]([OH:55])[C@@H:61]([CH:62]2[CH2:64][CH2:63]2)[CH2:60][N:59]([C:65]2[C:70]([NH:71][C:15]([C:13]3[CH:12]=[CH:11][C:10]([F:18])=[C:9]([C:3]4[C:4]([F:8])=[CH:5][CH:6]=[CH:7][C:2]=4[F:1])[N:14]=3)=[O:17])=[CH:69][N:68]=[C:67]3[CH:72]([OH:75])[CH2:73][CH2:74][C:66]=23)[CH2:58]1. Given the reactants [F:1][C:2]1[CH:7]=[CH:6][CH:5]=[C:4]([F:8])[C:3]=1[C:9]1[N:14]=[C:13]([C:15]([OH:17])=O)[CH:12]=[CH:11][C:10]=1[F:18].CN(C(ON1N=NC2C=CC=NC1=2)=[N+](C)C)C.F[P-](F)(F)(F)(F)F.CCN(C(C)C)C(C)C.C([O:55][C@@H:56]1[C@@H:61]([CH:62]2[CH2:64][CH2:63]2)[CH2:60][N:59]([C:65]2[C:70]([NH2:71])=[CH:69][N:68]=[C:67]3[CH:72]([O:75]C(=O)C)[CH2:73][CH2:74][C:66]=23)[CH2:58][C@H:57]1[NH:79]C(OC(C)(C)C)=O)(=O)C, predict the reaction product. (10) The product is: [CH2:1]([O:11][C:12](=[O:20])[C:13]1[CH:18]=[CH:17][CH:16]=[CH:15][C:14]=1[NH:19][CH2:23][CH2:22][C:21]([O:25][CH2:26][CH2:27][CH2:28][CH3:29])=[O:24])[CH2:2][CH2:3][CH2:4][CH2:5][CH2:6][CH2:7][CH2:8][CH2:9][CH3:10]. Given the reactants [CH2:1]([O:11][C:12](=[O:20])[C:13]1[CH:18]=[CH:17][CH:16]=[CH:15][C:14]=1[NH2:19])[CH2:2][CH2:3][CH2:4][CH2:5][CH2:6][CH2:7][CH2:8][CH2:9][CH3:10].[C:21]([O:25][CH2:26][CH2:27][CH2:28][CH3:29])(=[O:24])[CH:22]=[CH2:23], predict the reaction product.